This data is from Catalyst prediction with 721,799 reactions and 888 catalyst types from USPTO. The task is: Predict which catalyst facilitates the given reaction. (1) Product: [Cl:21][C:17]1[CH:16]=[C:15]([N:4]2[CH2:5][CH2:6][N:1]([C:7]([O:9][C:10]([CH3:13])([CH3:12])[CH3:11])=[O:8])[CH2:2][CH2:3]2)[CH:20]=[CH:19][CH:18]=1. The catalyst class is: 187. Reactant: [N:1]1([C:7]([O:9][C:10]([CH3:13])([CH3:12])[CH3:11])=[O:8])[CH2:6][CH2:5][NH:4][CH2:3][CH2:2]1.Br[C:15]1[CH:20]=[CH:19][CH:18]=[C:17]([Cl:21])[CH:16]=1.C1C=CC(P(C2C(C3C(P(C4C=CC=CC=4)C4C=CC=CC=4)=CC=C4C=3C=CC=C4)=C3C(C=CC=C3)=CC=2)C2C=CC=CC=2)=CC=1.CC([O-])(C)C.[Na+]. (2) Reactant: [C:1]([C:5]1[CH:10]=[CH:9][CH:8]=[CH:7][C:6]=1[N:11]1[CH2:16][CH2:15][NH:14][CH2:13][CH2:12]1)([CH3:4])([CH3:3])[CH3:2].[ClH:17]. Product: [ClH:17].[ClH:17].[C:1]([C:5]1[CH:10]=[CH:9][CH:8]=[CH:7][C:6]=1[N:11]1[CH2:16][CH2:15][NH:14][CH2:13][CH2:12]1)([CH3:4])([CH3:2])[CH3:3]. The catalyst class is: 13. (3) Reactant: Br[C:2]1[CH:7]=[CH:6][C:5]([Cl:8])=[C:4]([F:9])[C:3]=1[O:10][CH3:11].[CH3:12][C:13]1([CH3:29])[C:17]([CH3:19])([CH3:18])[O:16][B:15]([B:15]2[O:16][C:17]([CH3:19])([CH3:18])[C:13]([CH3:29])([CH3:12])[O:14]2)[O:14]1.C([O-])(=O)C.[K+]. Product: [Cl:8][C:5]1[CH:6]=[CH:7][C:2]([B:15]2[O:16][C:17]([CH3:19])([CH3:18])[C:13]([CH3:29])([CH3:12])[O:14]2)=[C:3]([O:10][CH3:11])[C:4]=1[F:9]. The catalyst class is: 12. (4) Reactant: Br[CH2:2][C:3]1[CH2:4][S:5](=[O:11])(=[O:10])[CH2:6][C:7]=1[CH2:8]Br.[C:12]1([CH2:18][NH2:19])[CH:17]=[CH:16][CH:15]=[CH:14][CH:13]=1. Product: [CH2:18]([N:19]1[CH2:8][C:7]2[CH2:6][S:5](=[O:11])(=[O:10])[CH2:4][C:3]=2[CH2:2]1)[C:12]1[CH:17]=[CH:16][CH:15]=[CH:14][CH:13]=1. The catalyst class is: 10. (5) Reactant: [Br:1][C:2]1[CH:3]=[N:4][C:5]([C:8]2[CH:13]=[CH:12][C:11]([CH2:14][C@H:15]([NH:19][C:20](=[O:31])[C:21]3[CH:26]=[CH:25][C:24]([C:27]([CH3:30])([CH3:29])[CH3:28])=[CH:23][CH:22]=3)[C:16]([OH:18])=O)=[CH:10][CH:9]=2)=[N:6][CH:7]=1.[NH2:32][C@@H:33]([C:35]([O:37][C:38]([CH3:41])([CH3:40])[CH3:39])=[O:36])[CH3:34].CCN(CC)CC.CN(C(ON1N=NC2C=CC=NC1=2)=[N+](C)C)C.F[P-](F)(F)(F)(F)F. Product: [Br:1][C:2]1[CH:3]=[N:4][C:5]([C:8]2[CH:13]=[CH:12][C:11]([CH2:14][C@H:15]([NH:19][C:20](=[O:31])[C:21]3[CH:22]=[CH:23][C:24]([C:27]([CH3:28])([CH3:29])[CH3:30])=[CH:25][CH:26]=3)[C:16]([NH:32][C@@H:33]([C:35]([O:37][C:38]([CH3:41])([CH3:40])[CH3:39])=[O:36])[CH3:34])=[O:18])=[CH:10][CH:9]=2)=[N:6][CH:7]=1. The catalyst class is: 3. (6) Reactant: [CH3:1][O:2][C:3]1[CH:4]=[C:5]([NH:14][C:15](=[O:29])[C@H:16]([NH:21]C(=O)OC(C)(C)C)[CH2:17][CH:18]([CH3:20])[CH3:19])[CH:6]=[CH:7][C:8]=1[C:9]1[S:13][CH:12]=[N:11][CH:10]=1.C(O)(C(F)(F)F)=O. Product: [NH2:21][C@H:16]([CH2:17][CH:18]([CH3:20])[CH3:19])[C:15]([NH:14][C:5]1[CH:6]=[CH:7][C:8]([C:9]2[S:13][CH:12]=[N:11][CH:10]=2)=[C:3]([O:2][CH3:1])[CH:4]=1)=[O:29]. The catalyst class is: 2. (7) Reactant: [OH:1][C:2]1[CH:37]=[N:36][C:5]2[N:6]([C:19]([NH:21][CH:22]([C:26]3[CH:31]=[CH:30][C:29]([C:32]([F:35])([F:34])[F:33])=[CH:28][CH:27]=3)[CH2:23][O:24][CH3:25])=[O:20])[CH2:7][C:8](=[O:18])[N:9]([CH2:10][O:11][CH2:12][CH2:13][Si:14]([CH3:17])([CH3:16])[CH3:15])[C:4]=2[CH:3]=1.[C:38](=O)([O-])[O-].[K+].[K+].IC.O. Product: [CH3:38][O:1][C:2]1[CH:37]=[N:36][C:5]2[N:6]([C:19]([NH:21][CH:22]([C:26]3[CH:27]=[CH:28][C:29]([C:32]([F:34])([F:33])[F:35])=[CH:30][CH:31]=3)[CH2:23][O:24][CH3:25])=[O:20])[CH2:7][C:8](=[O:18])[N:9]([CH2:10][O:11][CH2:12][CH2:13][Si:14]([CH3:17])([CH3:15])[CH3:16])[C:4]=2[CH:3]=1. The catalyst class is: 9.